The task is: Predict the product of the given reaction.. This data is from Forward reaction prediction with 1.9M reactions from USPTO patents (1976-2016). (1) Given the reactants Cl.[Cl:2][C:3]1[CH:4]=[C:5]2[C:9](=[CH:10][CH:11]=1)[C@@H:8](N)[C@@H:7]([O:13][CH3:14])[CH2:6]2.ClC1C=C2C(=CC=1)C(=[O:25])CC2.COC(OC)OC.CC1C=CC(S(OI(O)C2C=CC=CC=2)(=O)=O)=CC=1, predict the reaction product. The product is: [Cl:2][C:3]1[CH:4]=[C:5]2[C:9](=[CH:10][CH:11]=1)[C:8](=[O:25])[CH:7]([O:13][CH3:14])[CH2:6]2. (2) Given the reactants [NH2:1][CH2:2][C@@H:3]1[O:8][CH2:7][C@@H:6]([N:9]2[C:13]3=[C:14]4[S:20][CH:19]=[CH:18][C:15]4=[N:16][CH:17]=[C:12]3[N:11]=[C:10]2[C@H:21]([OH:23])[CH3:22])[CH2:5][CH2:4]1.C(N(CC)C(C)C)(C)C.[CH3:33][S:34](Cl)(=[O:36])=[O:35], predict the reaction product. The product is: [OH:23][C@@H:21]([C:10]1[N:9]([C@@H:6]2[CH2:7][O:8][C@@H:3]([CH2:2][NH:1][S:34]([CH3:33])(=[O:36])=[O:35])[CH2:4][CH2:5]2)[C:13]2=[C:14]3[S:20][CH:19]=[CH:18][C:15]3=[N:16][CH:17]=[C:12]2[N:11]=1)[CH3:22]. (3) Given the reactants CN1CCOCC1.CN(C(ON1N=NC2C=CC=CC1=2)=[N+](C)C)C.[B-](F)(F)(F)F.Cl.[CH3:31][NH:32][CH2:33][C:34]([NH2:36])=[O:35].[CH2:37]([C:39]1[CH:40]=[CH:41][C:42]([F:66])=[C:43]([C:45]2[CH:46]=[N:47][C:48]([N:51]3[C:59]4[C:54](=[CH:55][CH:56]=[C:57]([C:60]([OH:62])=O)[CH:58]=4)[C:53]([CH:63]([OH:65])[CH3:64])=[CH:52]3)=[N:49][CH:50]=2)[CH:44]=1)[CH3:38], predict the reaction product. The product is: [NH2:36][C:34](=[O:35])[CH2:33][N:32]([CH3:31])[C:60]([C:57]1[CH:58]=[C:59]2[C:54]([C:53]([CH:63]([OH:65])[CH3:64])=[CH:52][N:51]2[C:48]2[N:47]=[CH:46][C:45]([C:43]3[CH:44]=[C:39]([CH2:37][CH3:38])[CH:40]=[CH:41][C:42]=3[F:66])=[CH:50][N:49]=2)=[CH:55][CH:56]=1)=[O:62].